This data is from Peptide-MHC class I binding affinity with 185,985 pairs from IEDB/IMGT. The task is: Regression. Given a peptide amino acid sequence and an MHC pseudo amino acid sequence, predict their binding affinity value. This is MHC class I binding data. (1) The peptide sequence is KLVAYQATV. The MHC is HLA-A02:01 with pseudo-sequence HLA-A02:01. The binding affinity (normalized) is 0.767. (2) The peptide sequence is SAKLRWFVER. The MHC is HLA-A33:01 with pseudo-sequence HLA-A33:01. The binding affinity (normalized) is 0.645. (3) The peptide sequence is HFFLFLLYIL. The MHC is HLA-A29:02 with pseudo-sequence HLA-A29:02. The binding affinity (normalized) is 0.154.